From a dataset of Forward reaction prediction with 1.9M reactions from USPTO patents (1976-2016). Predict the product of the given reaction. (1) Given the reactants [F:1][C:2]1[C:9]([CH2:10][CH2:11][OH:12])=[CH:8][CH:7]=[CH:6][C:3]=1[CH:4]=O.FC(F)(F)C(O)=O.[CH:20]([C:23]1[S:24][CH:25]=[C:26]([C:28]([N:30]2[CH2:35][C:34]3([CH2:40][CH2:39][NH:38][CH2:37][CH2:36]3)[O:33][CH2:32][CH2:31]2)=[O:29])[N:27]=1)([CH3:22])[CH3:21].C(O)(=O)C.C(O[BH-](OC(=O)C)OC(=O)C)(=O)C.[Na+], predict the reaction product. The product is: [F:1][C:2]1[C:9]([CH2:10][CH2:11][OH:12])=[CH:8][CH:7]=[CH:6][C:3]=1[CH2:4][N:38]1[CH2:39][CH2:40][C:34]2([O:33][CH2:32][CH2:31][N:30]([C:28]([C:26]3[N:27]=[C:23]([CH:20]([CH3:21])[CH3:22])[S:24][CH:25]=3)=[O:29])[CH2:35]2)[CH2:36][CH2:37]1. (2) The product is: [NH2:1][CH2:2][C:3]1[CH:4]=[CH:5][C:6]([CH2:7][N:8]2[CH2:9][CH2:10][C:11]3([N:15]([CH2:16][CH2:17][CH2:18][C:19]([OH:21])=[O:20])[C:14](=[O:23])[N:13]=[C:12]3[NH:24][CH:25]3[CH2:26][CH2:27][CH2:28][CH2:29][CH2:30]3)[CH2:31][CH2:32]2)=[CH:33][CH:34]=1. Given the reactants [NH2:1][CH2:2][C:3]1[CH:34]=[CH:33][C:6]([CH2:7][N:8]2[CH2:32][CH2:31][C:11]3([N:15]([CH2:16][CH2:17][CH2:18][C:19]([O:21]C)=[O:20])[C:14](=[O:23])[N:13]=[C:12]3[NH:24][CH:25]3[CH2:30][CH2:29][CH2:28][CH2:27][CH2:26]3)[CH2:10][CH2:9]2)=[CH:5][CH:4]=1.[Li+].[OH-].Cl, predict the reaction product. (3) The product is: [C:10]([C:12]1[CH:17]=[CH:16][C:15]([NH:18][CH:19]([C:25]2[CH:30]=[C:29]([O:31][C:1]3[CH:6]=[CH:5][CH:4]=[CH:3][CH:2]=3)[CH:28]=[C:27]([CH2:32][CH3:33])[CH:26]=2)[C:20]([O:22][CH2:23][CH3:24])=[O:21])=[CH:14][CH:13]=1)#[N:11]. Given the reactants [C:1]1(B(O)O)[CH:6]=[CH:5][CH:4]=[CH:3][CH:2]=1.[C:10]([C:12]1[CH:17]=[CH:16][C:15]([NH:18][CH:19]([C:25]2[CH:30]=[C:29]([OH:31])[CH:28]=[C:27]([CH2:32][CH3:33])[CH:26]=2)[C:20]([O:22][CH2:23][CH3:24])=[O:21])=[CH:14][CH:13]=1)#[N:11].N1C=CC=CC=1, predict the reaction product.